Dataset: Forward reaction prediction with 1.9M reactions from USPTO patents (1976-2016). Task: Predict the product of the given reaction. (1) The product is: [CH:11]1([CH2:17][C@@H:18]([NH2:34])[CH2:19][N:20]2[CH2:25][CH2:24][N:23]([C:26]3[CH:31]=[CH:30][CH:29]=[CH:28][C:27]=3[OH:32])[CH2:22][CH2:21]2)[CH2:16][CH2:15][CH2:14][CH2:13][CH2:12]1. Given the reactants CC(C)([O-])C.[K+].C(S)CC.[CH:11]1([CH2:17][C@@H:18]([NH2:34])[CH2:19][N:20]2[CH2:25][CH2:24][N:23]([C:26]3[CH:31]=[CH:30][CH:29]=[CH:28][C:27]=3[O:32]C)[CH2:22][CH2:21]2)[CH2:16][CH2:15][CH2:14][CH2:13][CH2:12]1, predict the reaction product. (2) Given the reactants [N+:1]([C:4]1[CH:22]=[CH:21][C:7]([O:8][C@H:9]2[CH2:13][CH2:12][N:11](C(OC(C)(C)C)=O)[CH2:10]2)=[CH:6][CH:5]=1)([O-:3])=[O:2].[ClH:23].CC(=O)OCC, predict the reaction product. The product is: [ClH:23].[N+:1]([C:4]1[CH:22]=[CH:21][C:7]([O:8][C@H:9]2[CH2:13][CH2:12][NH:11][CH2:10]2)=[CH:6][CH:5]=1)([O-:3])=[O:2]. (3) Given the reactants ClC1C=CC(NC(N)=S)=NC=1.C(OC(=O)C(Cl)C=O)C.[CH2:21]([O:23][C:24]([C:26]1[S:30][C:29]([NH:31][C:32]2[CH:37]=[CH:36][C:35]([Cl:38])=[CH:34][N:33]=2)=[N:28][CH:27]=1)=[O:25])[CH3:22].[OH-].[Na+], predict the reaction product. The product is: [CH2:21]([O:23][C:24]([C:26]1[S:30][C:29]([NH:31][C:32]2[CH:37]=[CH:36][C:35]([Cl:38])=[CH:34][N:33]=2)=[N:28][CH:27]=1)=[O:25])[CH3:22].[Cl:38][C:35]1[CH:36]=[CH:37][C:32]([NH:31][C:29]2[S:30][C:26]([C:24]([OH:25])=[O:23])=[CH:27][N:28]=2)=[N:33][CH:34]=1. (4) The product is: [CH3:1][N:2]1[CH2:7][CH2:6][N:5]([C:8]2[C:13]([CH2:14][OH:15])=[CH:12][CH:11]=[CH:10][N:9]=2)[CH:4]([C:17]2[CH:22]=[CH:21][CH:20]=[CH:19][CH:18]=2)[CH2:3]1. Given the reactants [CH3:1][N:2]1[CH2:7][CH2:6][N:5]([C:8]2[C:13]([C:14](O)=[O:15])=[CH:12][CH:11]=[CH:10][N:9]=2)[CH:4]([C:17]2[CH:22]=[CH:21][CH:20]=[CH:19][CH:18]=2)[CH2:3]1.[H-].[Al+3].[Li+].[H-].[H-].[H-].O, predict the reaction product. (5) Given the reactants [OH:1][C:2]1[CH:11]=[CH:10][C:9]([N+:12]([O-:14])=[O:13])=[CH:8][C:3]=1[C:4]([O:6][CH3:7])=[O:5].[F:15][C:16]1[CH:17]=[C:18]([CH:22]([C:24]2[CH:29]=[CH:28][CH:27]=[C:26]([F:30])[CH:25]=2)O)[CH:19]=[CH:20][CH:21]=1.C1(C)C=CC=CC=1.C1(P(C2C=CC=CC=2)C2C=CC=CC=2)C=CC=CC=1, predict the reaction product. The product is: [F:15][C:16]1[CH:17]=[C:18]([CH:22]([C:24]2[CH:29]=[CH:28][CH:27]=[C:26]([F:30])[CH:25]=2)[O:1][C:2]2[CH:11]=[CH:10][C:9]([N+:12]([O-:14])=[O:13])=[CH:8][C:3]=2[C:4]([O:6][CH3:7])=[O:5])[CH:19]=[CH:20][CH:21]=1. (6) Given the reactants CC1ON=C(C2[CH:12]=[CH:11][C:10]([CH:13]3[O:19][CH2:18][CH2:17][N:16]([C:20]4[N:25]([CH3:26])[C:24](=[O:27])[CH:23]=[C:22]([C:28]5[CH:33]=[CH:32][N:31]=[CH:30][N:29]=5)[N:21]=4)[CH2:15][CH2:14]3)=[CH:9][CH:8]=2)N=1.Cl.[CH3:35][C:36]1[N:40]=[C:39]([C:41]2C=CC(C3OCCNCC3)=CC=2)[O:38][N:37]=1.Cl.CC1ON=C(C2C=CC(C3OCCNCC3)=CC=2)N=1, predict the reaction product. The product is: [CH3:35][C:36]1[N:40]=[C:39]([C:41]2[CH:8]=[CH:9][C:10]([CH:13]3[O:19][CH2:18][CH2:17][N:16]([C:20]4[N:25]([CH3:26])[C:24](=[O:27])[CH:23]=[C:22]([C:28]5[CH:33]=[CH:32][N:31]=[CH:30][N:29]=5)[N:21]=4)[CH2:15][CH2:14]3)=[CH:11][CH:12]=2)[O:38][N:37]=1. (7) Given the reactants Br[C:2]1[C:7](=[O:8])[CH:6]=[CH:5][N:4]([C:9]2[CH:14]=[CH:13][CH:12]=[C:11]([C:15]([F:18])([F:17])[F:16])[CH:10]=2)[N:3]=1.[C:19]1([C:25]2[O:26][CH:27]=[CH:28][C:29]=2B(O)O)[CH:24]=[CH:23][CH:22]=[CH:21][CH:20]=1.C([O-])([O-])=O.[Na+].[Na+], predict the reaction product. The product is: [C:19]1([C:25]2[O:26][CH:27]=[CH:28][C:29]=2[C:2]2[C:7](=[O:8])[CH:6]=[CH:5][N:4]([C:9]3[CH:14]=[CH:13][CH:12]=[C:11]([C:15]([F:18])([F:17])[F:16])[CH:10]=3)[N:3]=2)[CH:20]=[CH:21][CH:22]=[CH:23][CH:24]=1. (8) Given the reactants Br[C:2]1[CH:7]=[CH:6][C:5]([N+:8]([O-:10])=[O:9])=[C:4]([F:11])[CH:3]=1.B1(B2OC(C)(C)C(C)(C)O2)OC(C)(C)C(C)(C)O1.C(Cl)Cl.CC([O-])=O.[K+].Br[C:39]1[S:40][C:41]2[C:47]([C:48]3[CH:53]=[CH:52][C:51]([Cl:54])=[CH:50][CH:49]=3)=[C:46]([C@H:55]([O:61][C:62]([CH3:65])([CH3:64])[CH3:63])[C:56]([O:58][CH2:59][CH3:60])=[O:57])[C:45]([CH3:66])=[CH:44][C:42]=2[N:43]=1.C([O-])([O-])=O.[K+].[K+], predict the reaction product. The product is: [C:62]([O:61][C@@H:55]([C:46]1[C:45]([CH3:66])=[CH:44][C:42]2[N:43]=[C:39]([C:2]3[CH:7]=[CH:6][C:5]([N+:8]([O-:10])=[O:9])=[C:4]([F:11])[CH:3]=3)[S:40][C:41]=2[C:47]=1[C:48]1[CH:49]=[CH:50][C:51]([Cl:54])=[CH:52][CH:53]=1)[C:56]([O:58][CH2:59][CH3:60])=[O:57])([CH3:63])([CH3:64])[CH3:65].